This data is from Full USPTO retrosynthesis dataset with 1.9M reactions from patents (1976-2016). The task is: Predict the reactants needed to synthesize the given product. (1) Given the product [F:19][C:16]([F:18])([F:17])[C:13]1[N:11]2[CH:12]=[C:7]([N:1]3[CH2:2][CH2:3][N:4]([CH2:26][C:25]4[CH:24]=[CH:23][C:22]([C:21]([F:20])([F:30])[F:31])=[CH:29][CH:28]=4)[CH2:5][CH2:6]3)[CH:8]=[CH:9][C:10]2=[N:15][N:14]=1, predict the reactants needed to synthesize it. The reactants are: [N:1]1([C:7]2[CH:8]=[CH:9][C:10]3[N:11]([C:13]([C:16]([F:19])([F:18])[F:17])=[N:14][N:15]=3)[CH:12]=2)[CH2:6][CH2:5][NH:4][CH2:3][CH2:2]1.[F:20][C:21]([F:31])([F:30])[C:22]1[CH:29]=[CH:28][C:25]([CH:26]=O)=[CH:24][CH:23]=1. (2) Given the product [CH3:10][C:11]1[C:15]([C:2]2[O:6][C:5]([CH3:7])=[C:4]([CH:8]=[O:9])[CH:3]=2)=[C:14]([CH3:19])[O:13][N:12]=1, predict the reactants needed to synthesize it. The reactants are: Br[C:2]1[O:6][C:5]([CH3:7])=[C:4]([CH:8]=[O:9])[CH:3]=1.[CH3:10][C:11]1[C:15](B(O)O)=[C:14]([CH3:19])[O:13][N:12]=1.C(=O)([O-])[O-].[Na+].[Na+].COCCOC. (3) Given the product [Br:18][CH2:1][C:2]([C:4]1[CH:9]=[CH:8][C:7]([C:10]([F:11])([F:12])[F:13])=[CH:6][C:5]=1[C:14]([F:15])([F:16])[F:17])=[O:3], predict the reactants needed to synthesize it. The reactants are: [CH3:1][C:2]([C:4]1[CH:9]=[CH:8][C:7]([C:10]([F:13])([F:12])[F:11])=[CH:6][C:5]=1[C:14]([F:17])([F:16])[F:15])=[O:3].[Br-:18].[Br-].[Br-].C1([N+](C)(C)C)C=CC=CC=1.C1([N+](C)(C)C)C=CC=CC=1.C1([N+](C)(C)C)C=CC=CC=1. (4) Given the product [C:16]1(=[C:8]([C:5]2[CH:6]=[CH:7][C:2]([C:26]3[CH:27]=[CH:28][O:24][CH:25]=3)=[CH:3][CH:4]=2)[C:9]2[CH:14]=[CH:13][C:12]([OH:15])=[CH:11][CH:10]=2)[CH2:17][CH2:18][CH2:19][CH2:20][CH2:21][CH2:22][CH2:23]1, predict the reactants needed to synthesize it. The reactants are: Br[C:2]1[CH:7]=[CH:6][C:5]([C:8](=[C:16]2[CH2:23][CH2:22][CH2:21][CH2:20][CH2:19][CH2:18][CH2:17]2)[C:9]2[CH:14]=[CH:13][C:12]([OH:15])=[CH:11][CH:10]=2)=[CH:4][CH:3]=1.[O:24]1[CH:28]=[CH:27][C:26](B(O)O)=[CH:25]1.C([O-])([O-])=O.[Na+].[Na+]. (5) Given the product [Cl:8][C:9]1[CH:14]=[CH:13][C:12]([NH:15][C:3](=[O:4])[C:2]([CH3:7])([CH3:6])[CH3:1])=[CH:11][CH:10]=1, predict the reactants needed to synthesize it. The reactants are: [CH3:1][C:2]([CH3:7])([CH3:6])[C:3](Cl)=[O:4].[Cl:8][C:9]1[CH:14]=[CH:13][C:12]([NH2:15])=[CH:11][CH:10]=1.CCN(CC)CC. (6) Given the product [C:1]1([C:7]#[C:8]/[CH:10]=[CH:11]/[CH2:12][CH2:13][CH2:14][CH2:15][CH2:16][CH3:17])[CH:6]=[CH:5][CH:4]=[CH:3][CH:2]=1, predict the reactants needed to synthesize it. The reactants are: [C:1]1([C:7]#[CH:8])[CH:6]=[CH:5][CH:4]=[CH:3][CH:2]=1.I/[CH:10]=[CH:11]/[CH2:12][CH2:13][CH2:14][CH2:15][CH2:16][CH3:17]. (7) Given the product [CH2:1]([N:3]1[C:8](=[O:9])[CH:7]=[CH:6][C:5]([C:10]2[C:11]([C:29]3[CH:34]=[CH:33][CH:32]=[CH:31][CH:30]=3)=[N:12][C:13]([NH:19][CH2:20][C:21]3[CH:26]=[CH:25][C:24]([O:27][CH3:28])=[CH:23][CH:22]=3)=[CH:14][N:15]=2)=[N:4]1)[CH3:2], predict the reactants needed to synthesize it. The reactants are: [CH2:1]([N:3]1[C:8](=[O:9])[CH:7]=[CH:6][C:5]([C:10]2[N:15]=[C:14](C(O)=O)[C:13]([NH:19][CH2:20][C:21]3[CH:26]=[CH:25][C:24]([O:27][CH3:28])=[CH:23][CH:22]=3)=[N:12][C:11]=2[C:29]2[CH:34]=[CH:33][CH:32]=[CH:31][CH:30]=2)=[N:4]1)[CH3:2]. (8) Given the product [C:14]([O:18][C:19]([N:21]1[CH2:22][CH2:23][CH:24]([C:27]2[O:45][C:30]3=[CH:31][N:32]=[C:33]([C:35]4[CH:40]=[CH:39][C:38]([C:41]#[N:43])=[CH:37][C:36]=4[F:44])[CH:34]=[C:29]3[CH:28]=2)[CH2:25][CH2:26]1)=[O:20])([CH3:17])([CH3:15])[CH3:16], predict the reactants needed to synthesize it. The reactants are: FC(F)(F)C(OC(=O)C(F)(F)F)=O.[C:14]([O:18][C:19]([N:21]1[CH2:26][CH2:25][CH:24]([C:27]2[O:45][C:30]3=[CH:31][N:32]=[C:33]([C:35]4[CH:40]=[CH:39][C:38]([C:41]([NH2:43])=O)=[CH:37][C:36]=4[F:44])[CH:34]=[C:29]3[CH:28]=2)[CH2:23][CH2:22]1)=[O:20])([CH3:17])([CH3:16])[CH3:15].C(N(CC)CC)C.C([O-])(O)=O.[Na+]. (9) Given the product [NH:8]1[CH2:11][CH:10]([CH2:12][O:13][C:14]2[CH:19]=[C:18]([NH:20][C:21](=[O:22])[C:23]3[CH:28]=[CH:27][CH:26]=[N:25][C:24]=3[NH:29][CH2:30][C:31]3[CH:32]=[CH:33][C:34]([F:37])=[CH:35][CH:36]=3)[CH:17]=[CH:16][C:15]=2[Cl:38])[CH2:9]1, predict the reactants needed to synthesize it. The reactants are: C(OC([N:8]1[CH2:11][CH:10]([CH2:12][O:13][C:14]2[CH:19]=[C:18]([NH:20][C:21]([C:23]3[C:24]([NH:29][CH2:30][C:31]4[CH:36]=[CH:35][C:34]([F:37])=[CH:33][CH:32]=4)=[N:25][CH:26]=[CH:27][CH:28]=3)=[O:22])[CH:17]=[CH:16][C:15]=2[Cl:38])[CH2:9]1)=O)(C)(C)C. (10) Given the product [C:32]([O:31][C@@H:12]([CH2:13][N:14]1[CH2:15][CH2:16][N:17]([S:20]([C:23]2[CH:24]=[CH:25][C:26]([O:29][CH3:30])=[CH:27][CH:28]=2)(=[O:22])=[O:21])[CH2:18][CH2:19]1)[CH2:11][O:10][C:9]1[CH:35]=[CH:36][CH:37]=[C:7]([N:6]=[S:1](=[O:3])=[O:2])[CH:8]=1)(=[O:34])[CH3:33], predict the reactants needed to synthesize it. The reactants are: [S:1](Cl)(Cl)(=[O:3])=[O:2].[NH2:6][C:7]1[CH:8]=[C:9]([CH:35]=[CH:36][CH:37]=1)[O:10][CH2:11][C@@H:12]([O:31][C:32](=[O:34])[CH3:33])[CH2:13][N:14]1[CH2:19][CH2:18][N:17]([S:20]([C:23]2[CH:28]=[CH:27][C:26]([O:29][CH3:30])=[CH:25][CH:24]=2)(=[O:22])=[O:21])[CH2:16][CH2:15]1.